Task: Binary Classification. Given a miRNA mature sequence and a target amino acid sequence, predict their likelihood of interaction.. Dataset: Experimentally validated miRNA-target interactions with 360,000+ pairs, plus equal number of negative samples (1) The miRNA is hsa-miR-5197-3p with sequence AAGAAGAGACUGAGUCAUCGAAU. The protein sequence of the target gene is MPFLELDTNLPANRVPAGLEKRLCAAAASILGKPADRVNVTVRPGLAMALSGSTEPCAQLSISSIGVVGTAEDNRSHSAHFFEFLTKELALGQDRILIRFFPLESWQIGKIGTVMTFL. Result: 1 (interaction). (2) The miRNA is hsa-miR-153-3p with sequence UUGCAUAGUCACAAAAGUGAUC. The protein sequence of the target gene is MSYPFGKEETATEEELFEFFCECLRRGDWELAQACVPQLHRGQGEIPQKVEDILQALVQCPILLRCGPDINPQRLAWLWLLVLEKWLAPEKKLLSTAIRRKLEFLFLSEDLQGDIPETILKELFETLAQGPAGSIPDRRTPQLSPEAVSVLWNLLKQAPRPAQALLELLLEDHHSASLCPSPLQKSLLDLIREALQTLRDPASQPPGVADAVCGALQALCCKAELPESEWRVLCEELLETCRTEDSPLQEERLLGCLLHKAGRNLLSLYGHTYAEKVAERPPKATLSGKDHPDPERAMLA.... Result: 0 (no interaction).